Dataset: Forward reaction prediction with 1.9M reactions from USPTO patents (1976-2016). Task: Predict the product of the given reaction. (1) Given the reactants Br[C:2]1[CH:3]=[C:4]2[C:9](=[CH:10][CH:11]=1)[N:8]=[CH:7][CH:6]=[N:5]2.C([O-])(=O)C.[K+].B1(B2OC(C)(C)C(C)(C)O2)OC(C)(C)C(C)(C)O1.[NH2:35][C:36]1[CH:41]=[C:40](Cl)[N:39]=[CH:38][N:37]=1.C([O-])([O-])=O.[Na+].[Na+], predict the reaction product. The product is: [N:8]1[C:9]2[C:4](=[CH:3][C:2]([C:40]3[N:39]=[CH:38][N:37]=[C:36]([NH2:35])[CH:41]=3)=[CH:11][CH:10]=2)[N:5]=[CH:6][CH:7]=1. (2) The product is: [NH2:1][C@@H:4]([CH3:21])[C@@H:5]([NH:13][C:14](=[O:20])[O:15][C:16]([CH3:18])([CH3:17])[CH3:19])[CH2:6][CH:7]1[CH2:12][CH2:11][CH2:10][CH2:9][CH2:8]1. Given the reactants [N:1]([C@@H:4]([CH3:21])[C@@H:5]([NH:13][C:14](=[O:20])[O:15][C:16]([CH3:19])([CH3:18])[CH3:17])[CH2:6][CH:7]1[CH2:12][CH2:11][CH2:10][CH2:9][CH2:8]1)=[N+]=[N-], predict the reaction product. (3) The product is: [F:46][C:2]1([F:1])[CH2:3][CH2:4][CH:5]([C:8]2[C:17]3[CH:16]([OH:18])[CH2:15][C:14]([CH3:19])([CH3:20])[CH2:13][C:12]=3[N:11]=[C:10]([CH:21]3[CH2:22][CH2:23][N:24]([C:27]4[N:32]=[CH:31][C:30]([O:33][CH2:63][C@@H:64]5[CH2:68][O:67][C:66]([CH3:70])([CH3:69])[O:65]5)=[CH:29][N:28]=4)[CH2:25][CH2:26]3)[C:9]=2[CH:34]([F:45])[C:35]2[CH:36]=[CH:37][C:38]([C:41]([F:43])([F:42])[F:44])=[CH:39][CH:40]=2)[CH2:6][CH2:7]1. Given the reactants [F:1][C:2]1([F:46])[CH2:7][CH2:6][CH:5]([C:8]2[C:17]3[CH:16]([OH:18])[CH2:15][C:14]([CH3:20])([CH3:19])[CH2:13][C:12]=3[N:11]=[C:10]([CH:21]3[CH2:26][CH2:25][N:24]([C:27]4[N:32]=[CH:31][C:30]([OH:33])=[CH:29][N:28]=4)[CH2:23][CH2:22]3)[C:9]=2[CH:34]([F:45])[C:35]2[CH:40]=[CH:39][C:38]([C:41]([F:44])([F:43])[F:42])=[CH:37][CH:36]=2)[CH2:4][CH2:3]1.C(=O)([O-])[O-].[Cs+].[Cs+].C1(C)C=CC(S(O[CH2:63][C@@H:64]2[CH2:68][O:67][C:66]([CH3:70])([CH3:69])[O:65]2)(=O)=O)=CC=1.O, predict the reaction product. (4) Given the reactants [CH3:1][O:2][C:3]1[CH:4]=[CH:5][CH:6]=[C:7]2[C:11]=1[NH:10][N:9]=[C:8]2[CH2:12][CH2:13][C:14]([O:16]C)=[O:15].[OH-].[Na+], predict the reaction product. The product is: [CH3:1][O:2][C:3]1[CH:4]=[CH:5][CH:6]=[C:7]2[C:11]=1[NH:10][N:9]=[C:8]2[CH2:12][CH2:13][C:14]([OH:16])=[O:15]. (5) Given the reactants S(Cl)([Cl:3])=O.C(N(CC)C1C=CC=CC=1)C.[CH3:16][S:17]([C:20]1[CH:21]=[C:22]([CH:26](O)[CH3:27])[CH:23]=[CH:24][CH:25]=1)(=[O:19])=[O:18].CCOC(C)=O, predict the reaction product. The product is: [Cl:3][CH:26]([C:22]1[CH:23]=[CH:24][CH:25]=[C:20]([S:17]([CH3:16])(=[O:19])=[O:18])[CH:21]=1)[CH3:27].